This data is from Peptide-MHC class I binding affinity with 185,985 pairs from IEDB/IMGT. The task is: Regression. Given a peptide amino acid sequence and an MHC pseudo amino acid sequence, predict their binding affinity value. This is MHC class I binding data. The peptide sequence is MMETQTSTW. The MHC is Mamu-B52 with pseudo-sequence Mamu-B52. The binding affinity (normalized) is 0.249.